Dataset: Peptide-MHC class II binding affinity with 134,281 pairs from IEDB. Task: Regression. Given a peptide amino acid sequence and an MHC pseudo amino acid sequence, predict their binding affinity value. This is MHC class II binding data. (1) The peptide sequence is NVWEVKSSKPLVGPF. The MHC is HLA-DQA10104-DQB10503 with pseudo-sequence HLA-DQA10104-DQB10503. The binding affinity (normalized) is 0.189. (2) The peptide sequence is FIFGEARSLYLNTEL. The MHC is DRB1_1201 with pseudo-sequence DRB1_1201. The binding affinity (normalized) is 0.217. (3) The peptide sequence is LLNAKFFHMNIYECK. The MHC is DRB1_0802 with pseudo-sequence DRB1_0802. The binding affinity (normalized) is 0.192. (4) The peptide sequence is MLQALFKYDINIY. The MHC is HLA-DPA10301-DPB10402 with pseudo-sequence HLA-DPA10301-DPB10402. The binding affinity (normalized) is 0.353. (5) The peptide sequence is LPRPPATPPPPPPPQ. The MHC is HLA-DPA10103-DPB10401 with pseudo-sequence HLA-DPA10103-DPB10401. The binding affinity (normalized) is 0. (6) The peptide sequence is SQDLETSWNLNGLQAY. The MHC is DRB1_1302 with pseudo-sequence DRB1_1302. The binding affinity (normalized) is 0.420. (7) The MHC is DRB3_0101 with pseudo-sequence DRB3_0101. The peptide sequence is KGGFMYLKELYNNVN. The binding affinity (normalized) is 0.247. (8) The peptide sequence is GVLVATNFFGINTIP. The MHC is HLA-DPA10201-DPB10501 with pseudo-sequence HLA-DPA10201-DPB10501. The binding affinity (normalized) is 0.276.